Predict the product of the given reaction. From a dataset of Forward reaction prediction with 1.9M reactions from USPTO patents (1976-2016). (1) Given the reactants [CH2:1]([O:8][C:9](=[O:24])[CH2:10][N:11]([CH2:20][CH2:21][CH:22]=[CH2:23])[C@@H:12]([C:14]1[CH:19]=[CH:18][CH:17]=[CH:16][CH:15]=1)[CH3:13])[C:2]1[CH:7]=[CH:6][CH:5]=[CH:4][CH:3]=1.[Li+].CC([N-]C(C)C)C, predict the reaction product. The product is: [CH3:23][C@H:22]1[CH2:21][CH2:20][N:11]([CH:12]([C:14]2[CH:19]=[CH:18][CH:17]=[CH:16][CH:15]=2)[CH3:13])[C@H:10]1[C:9]([O:8][CH2:1][C:2]1[CH:3]=[CH:4][CH:5]=[CH:6][CH:7]=1)=[O:24]. (2) Given the reactants [Cl:1][CH2:2][CH2:3][CH2:4][O:5][C:6]1[CH:7]=[CH:8][C:9]2[CH2:10][C@H:11]3[NH:22][CH2:21][CH2:20][C@@:17]4([C:18]=2[CH:19]=1)[C@H:12]3[CH2:13][CH2:14][CH2:15][CH2:16]4.Cl.C(N(CC)CC)C.[C:31](Cl)(=[O:33])[CH3:32], predict the reaction product. The product is: [Cl:1][CH2:2][CH2:3][CH2:4][O:5][C:6]1[CH:7]=[CH:8][C:9]2[CH2:10][C@H:11]3[N:22]([C:31](=[O:33])[CH3:32])[CH2:21][CH2:20][C@@:17]4([C:18]=2[CH:19]=1)[C@H:12]3[CH2:13][CH2:14][CH2:15][CH2:16]4. (3) Given the reactants [NH2:1][C:2]1[CH:7]=[C:6]([CH3:8])[N:5]([C:9]2[CH:14]=[CH:13][CH:12]=[CH:11][CH:10]=2)[C:4](=[O:15])[N:3]=1.Cl[CH2:17][CH:18]=O.O, predict the reaction product. The product is: [CH3:8][C:6]1[N:5]([C:9]2[CH:10]=[CH:11][CH:12]=[CH:13][CH:14]=2)[C:4](=[O:15])[N:3]2[CH:17]=[CH:18][N:1]=[C:2]2[CH:7]=1. (4) Given the reactants Br[C:2]1[CH:7]=[CH:6][C:5]([S:8]([N:11]2[CH2:16][CH2:15][CH2:14][CH2:13][CH2:12]2)(=[O:10])=[O:9])=[CH:4][CH:3]=1.[C:17]([C:19]1[N:23]([CH3:24])[C:22](B(O)O)=[CH:21][CH:20]=1)#[N:18].[F-].[K+].C(P(C(C)(C)C)C(C)(C)C)(C)(C)C, predict the reaction product. The product is: [CH3:24][N:23]1[C:22]([C:2]2[CH:7]=[CH:6][C:5]([S:8]([N:11]3[CH2:16][CH2:15][CH2:14][CH2:13][CH2:12]3)(=[O:10])=[O:9])=[CH:4][CH:3]=2)=[CH:21][CH:20]=[C:19]1[C:17]#[N:18]. (5) Given the reactants C(OC(=O)[NH:7][C:8]1[CH:13]=[CH:12][CH:11]=[C:10]([O:14][C:15]2C(C(=O)NC3C=CC=CC=3)=CN=C(S(C)(=O)=O)N=2)[CH:9]=1)(C)(C)C, predict the reaction product. The product is: [CH3:15][O:14][C:10]1[CH:9]=[C:8]([CH:13]=[CH:12][CH:11]=1)[NH2:7]. (6) The product is: [NH2:33][C:25]1[N:24]=[C:23]([C:22]2[N:11]3[CH:12]=[CH:13][C:14]([CH:16]([OH:21])[CH2:17][N:18]([CH3:20])[CH3:19])=[CH:15][C:10]3=[N:9][C:8]=2[C:5]2[CH:6]=[CH:7][C:2]([F:1])=[CH:3][CH:4]=2)[CH:28]=[CH:27][N:26]=1. Given the reactants [F:1][C:2]1[CH:7]=[CH:6][C:5]([C:8]2[N:9]=[C:10]3[CH:15]=[C:14]([CH:16]([OH:21])[CH2:17][N:18]([CH3:20])[CH3:19])[CH:13]=[CH:12][N:11]3[C:22]=2[C:23]2[CH:28]=[CH:27][N:26]=[C:25](S(C)(=O)=O)[N:24]=2)=[CH:4][CH:3]=1.[NH3:33], predict the reaction product. (7) The product is: [CH2:1]([C:5]1[N:6]=[C:7]([CH3:37])[N:8]([CH2:31][C:32]([OH:34])=[O:33])[C:9](=[O:30])[C:10]=1[CH2:11][C:12]1[CH:13]=[CH:14][C:15]([C:18]2[CH:23]=[CH:22][CH:21]=[CH:20][C:19]=2[C:24]2[NH:28][C:27](=[O:29])[O:26][N:25]=2)=[CH:16][CH:17]=1)[CH2:2][CH2:3][CH3:4]. Given the reactants [CH2:1]([C:5]1[N:6]=[C:7]([CH3:37])[N:8]([CH2:31][C:32]([O:34]CC)=[O:33])[C:9](=[O:30])[C:10]=1[CH2:11][C:12]1[CH:17]=[CH:16][C:15]([C:18]2[CH:23]=[CH:22][CH:21]=[CH:20][C:19]=2[C:24]2[NH:28][C:27](=[O:29])[O:26][N:25]=2)=[CH:14][CH:13]=1)[CH2:2][CH2:3][CH3:4].[OH-].[Na+].O1CCCC1.Cl, predict the reaction product. (8) Given the reactants [Br:1][C:2]1[C:6]([F:7])=[CH:5][NH:4][N:3]=1.[H-].[Na+].Cl[C:11]1[CH:16]=[CH:15][N:14]=[N:13][CH:12]=1, predict the reaction product. The product is: [Br:1][C:2]1[C:6]([F:7])=[CH:5][N:4]([C:11]2[CH:16]=[CH:15][N:14]=[N:13][CH:12]=2)[N:3]=1. (9) Given the reactants C(N(CC)CC)C.[NH:8]1[C:16]2[C:11](=[CH:12][CH:13]=[CH:14][N:15]=2)[CH:10]=[CH:9]1, predict the reaction product. The product is: [NH:8]1[C:16]2=[N:15][CH:14]=[CH:13][CH:12]=[C:11]2[CH2:10][CH2:9]1.